The task is: Binary Classification. Given a miRNA mature sequence and a target amino acid sequence, predict their likelihood of interaction.. This data is from Experimentally validated miRNA-target interactions with 360,000+ pairs, plus equal number of negative samples. (1) The miRNA is mmu-miR-9-5p with sequence UCUUUGGUUAUCUAGCUGUAUGA. The protein sequence of the target gene is MAAAKDGCGLETAAGNGRRLHLGIPEAVFVEDVDSFMKQPGNETADTVLKKLDEQYQKYKFMELNLAQKKRRLKGQIPEIKQTLEILKYMQKKKESTNSMETRFLLADNLYCKASVPPTDKVCLWLGANVMLEYDIDEAQALLEKNLSTATKNLDSLEEDLDFLRDQFTTTEVNMARVYNWDVKRRNKDDSTKNKA. Result: 1 (interaction). (2) The miRNA is hsa-miR-5571-5p with sequence CAAUUCUCAAAGGAGCCUCCC. The protein sequence of the target gene is MGTENKEVIPKEEISEESEPHGSLLEKFPKVVYQGHEFGAGCEEDMLEGHSRESMEEVIEQMSPQERDFPSGLMIFKKSPSSEKDRENNESERGCSPSPNLVTHQGDTTEGVSAFATSGQNFLEILESNKTQRSSVGEKPHTCKECGKAFNQNSHLIQHMRVHSGEKPFECKECGKTFGTNSSLRRHLRIHAGEKPFACNECGKAFIQSSHLIHHHRIHTGERPYKCEECGKAFSQNSALILHQRIHTGEKPYECNECGKTFRVSSQLIQHQRIHTEERYHECNECGKAFKHSSGLIRHQ.... Result: 1 (interaction). (3) The miRNA is hsa-miR-6784-3p with sequence UCUCACCCCAACUCUGCCCCAG. The protein sequence of the target gene is MAVPAALIPPTQLVPPQPPISTSASSSGTTTSTSSATSSPAPSIGPPASSGPTLFRPEPIASAAAAAATVTSTGGGGGGGGSGGGGGSSGNGGGGGGGGGGSNCNPNLAAASNGSGGGGGGISAGGGVASSTPINASTGSSSSSSSSSSSSSSSSSSSSSSSSCGPLPGKPVYSTPSPVENTPQNNECKMVDLRGAKVASFTVEGCELICLPQAFDLFLKHLVGGLHTVYTKLKRLEITPVVCNVEQVRILRGLGAIQPGVNRCKLISRKDFETLYNDCTNASSRPGRPPKRTQSVTSPE.... Result: 0 (no interaction).